Dataset: Peptide-MHC class II binding affinity with 134,281 pairs from IEDB. Task: Regression. Given a peptide amino acid sequence and an MHC pseudo amino acid sequence, predict their binding affinity value. This is MHC class II binding data. The peptide sequence is ANKVAATAANAAPAN. The MHC is HLA-DPA10103-DPB10301 with pseudo-sequence HLA-DPA10103-DPB10301. The binding affinity (normalized) is 0.485.